The task is: Predict the product of the given reaction.. This data is from Forward reaction prediction with 1.9M reactions from USPTO patents (1976-2016). (1) Given the reactants C[O:2][C:3](=[O:22])[C:4]1[CH:9]=[CH:8][CH:7]=[C:6]([S:10][C:11]2[C:19]3[C:14](=[CH:15][C:16]([Cl:20])=[CH:17][CH:18]=3)[NH:13][C:12]=2[CH3:21])[CH:5]=1.[H-].[Na+].Br.Br[CH2:27][C:28]1[CH:29]=[N:30][CH:31]=[CH:32][CH:33]=1, predict the reaction product. The product is: [Cl:20][C:16]1[CH:15]=[C:14]2[C:19]([C:11]([S:10][C:6]3[CH:5]=[C:4]([CH:9]=[CH:8][CH:7]=3)[C:3]([OH:2])=[O:22])=[C:12]([CH3:21])[N:13]2[CH2:27][C:28]2[CH:29]=[N:30][CH:31]=[CH:32][CH:33]=2)=[CH:18][CH:17]=1. (2) Given the reactants [CH:1]1[C:10]2[C:5](=[CH:6][C:7]([NH:11][C:12](=[O:39])[CH:13]([C:23]3[CH:28]=[CH:27][C:26]([O:29][CH2:30][C:31](=[O:38])[C:32]4[CH:37]=[CH:36][CH:35]=[CH:34][CH:33]=4)=[CH:25][CH:24]=3)[CH2:14][NH:15]C(=O)OC(C)(C)C)=[CH:8][CH:9]=2)[CH:4]=[CH:3][N:2]=1.[ClH:40], predict the reaction product. The product is: [ClH:40].[ClH:40].[NH2:15][CH2:14][CH:13]([C:23]1[CH:28]=[CH:27][C:26]([O:29][CH2:30][C:31](=[O:38])[C:32]2[CH:37]=[CH:36][CH:35]=[CH:34][CH:33]=2)=[CH:25][CH:24]=1)[C:12]([NH:11][C:7]1[CH:6]=[C:5]2[C:10](=[CH:9][CH:8]=1)[CH:1]=[N:2][CH:3]=[CH:4]2)=[O:39]. (3) Given the reactants [O:1]=[S:2]1(=[O:25])[CH2:7][CH:6]=[C:5]([C:8]2[CH:13]=[CH:12][C:11]([N:14]3[CH2:18][C@H:17]([CH2:19][N:20]=[N+:21]=[N-:22])[O:16][C:15]3=[O:23])=[CH:10][C:9]=2[F:24])[CH2:4][CH2:3]1.[Cl:26][C:27](S(Cl)(=O)=O)=[CH2:28], predict the reaction product. The product is: [O:25]=[S:2]1(=[O:1])[CH2:3][CH:4]=[C:5]([C:8]2[CH:13]=[CH:12][C:11]([N:14]3[CH2:18][C@H:17]([CH2:19][N:20]4[CH:28]=[C:27]([Cl:26])[N:22]=[N:21]4)[O:16][C:15]3=[O:23])=[CH:10][C:9]=2[F:24])[CH2:6][CH2:7]1. (4) Given the reactants Cl[C:2]1[CH:7]=[C:6]([C:8]([F:11])([F:10])[F:9])[N:5]=[C:4]([C:12]2[CH:13]=[N:14][CH:15]=[CH:16][CH:17]=2)[N:3]=1.[CH3:18][C:19]([C:21]1[C:26]([NH2:27])=[CH:25][C:24]([O:28][CH3:29])=[C:23]([O:30][CH3:31])[CH:22]=1)=[O:20], predict the reaction product. The product is: [C:19]([C:21]1[CH:22]=[C:23]([O:30][CH3:31])[C:24]([O:28][CH3:29])=[CH:25][C:26]=1[NH:27][C:2]1[CH:7]=[C:6]([C:8]([F:11])([F:10])[F:9])[N:5]=[C:4]([C:12]2[CH:13]=[N:14][CH:15]=[CH:16][CH:17]=2)[N:3]=1)(=[O:20])[CH3:18]. (5) Given the reactants [CH:1]([CH:4]1[NH:9][CH2:8][CH2:7][N:6]([C:10]2[N:15]=[N:14][C:13]([NH:16]CC3C=CC(OC)=CC=3)=[CH:12][CH:11]=2)[CH2:5]1)([CH3:3])[CH3:2], predict the reaction product. The product is: [CH:1]([CH:4]1[NH:9][CH2:8][CH2:7][N:6]([C:10]2[N:15]=[N:14][C:13]([NH2:16])=[CH:12][CH:11]=2)[CH2:5]1)([CH3:3])[CH3:2]. (6) Given the reactants [C:1]([CH2:3][C:4]([O:6][CH2:7][CH3:8])=[O:5])#[N:2].[CH2:9]([OH:11])[CH3:10], predict the reaction product. The product is: [CH2:9]([O:11][C:1](=[NH:2])[CH2:3][C:4]([O:6][CH2:7][CH3:8])=[O:5])[CH3:10].